From a dataset of Full USPTO retrosynthesis dataset with 1.9M reactions from patents (1976-2016). Predict the reactants needed to synthesize the given product. (1) The reactants are: Cl.[NH:2]1[CH2:11][CH2:10][CH2:9][CH2:8][CH:3]1[C:4]([O:6][CH3:7])=[O:5].[N:12]1[CH:17]=[CH:16][CH:15]=[CH:14][C:13]=1[CH:18]=O.C(N(CC)CC)C.C(O[BH-](OC(=O)C)OC(=O)C)(=O)C.[Na+].C(=O)([O-])[O-].[Na+].[Na+]. Given the product [CH3:7][O:6][C:4]([CH:3]1[CH2:8][CH2:9][CH2:10][CH2:11][N:2]1[CH2:18][C:13]1[CH:14]=[CH:15][CH:16]=[CH:17][N:12]=1)=[O:5], predict the reactants needed to synthesize it. (2) Given the product [Cl-:2].[C:12]1([S+:18]([C:27]2[CH:32]=[CH:31][CH:30]=[CH:29][CH:28]=2)[C:19]2[CH:24]=[CH:23][C:22]([OH:25])=[CH:21][CH:20]=2)[CH:17]=[CH:16][CH:15]=[CH:14][CH:13]=1, predict the reactants needed to synthesize it. The reactants are: C(Cl)[Cl:2].FC(F)(F)S([O-])(=O)=O.[C:12]1([S+:18]([C:27]2[CH:32]=[CH:31][CH:30]=[CH:29][CH:28]=2)[C:19]2[CH:24]=[CH:23][C:22]([O:25]C)=[CH:21][CH:20]=2)[CH:17]=[CH:16][CH:15]=[CH:14][CH:13]=1.B(Br)(Br)Br.C(Cl)Cl.